From a dataset of Forward reaction prediction with 1.9M reactions from USPTO patents (1976-2016). Predict the product of the given reaction. (1) Given the reactants [CH3:1][C:2]1[C:10]([C:11]2[S:15][C:14]([C:16]([O:18]CC)=[O:17])=[C:13]([C:21]3[CH:26]=[CH:25][CH:24]=[CH:23][CH:22]=3)[CH:12]=2)=[C:5]2[CH:6]=[CH:7][CH:8]=[CH:9][N:4]2[N:3]=1.[OH-].[Na+].C1COCC1.Cl, predict the reaction product. The product is: [CH3:1][C:2]1[C:10]([C:11]2[S:15][C:14]([C:16]([OH:18])=[O:17])=[C:13]([C:21]3[CH:26]=[CH:25][CH:24]=[CH:23][CH:22]=3)[CH:12]=2)=[C:5]2[CH:6]=[CH:7][CH:8]=[CH:9][N:4]2[N:3]=1. (2) Given the reactants [F:1][C:2]1([CH2:10][C:11]2[CH:19]=[CH:18][C:14]([C:15]([OH:17])=O)=[CH:13][CH:12]=2)[CH2:9][CH2:8][CH2:7][CH2:6][CH2:5][C:4]#[C:3]1.FC(F)(F)C([O-])=O.[O:27]=[C:28]1[CH:32]=[CH:31][C:30](=[O:33])[N:29]1[CH2:34][CH2:35][CH2:36][NH3+:37].ON1C2C=CC=CC=2N=N1, predict the reaction product. The product is: [O:27]=[C:28]1[CH:32]=[CH:31][C:30](=[O:33])[N:29]1[CH2:34][CH2:35][CH2:36][NH:37][C:15](=[O:17])[C:14]1[CH:13]=[CH:12][C:11]([CH2:10][C:2]2([F:1])[CH2:9][CH2:8][CH2:7][CH2:6][CH2:5][C:4]#[C:3]2)=[CH:19][CH:18]=1. (3) Given the reactants [OH:1][C:2]1[CH:7]=[CH:6][C:5]([OH:8])=[CH:4][C:3]=1[C:9](=[O:11])[CH3:10].[CH2:12](Cl)[C:13]1[CH:18]=[CH:17][CH:16]=[CH:15][CH:14]=1.[C:20](=O)([O-])[O-].[K+].[K+].C1O[CH2:42][CH2:41]OCCOCCOCCOCCOC1.[CH3:44][C:45](=O)[CH2:46][CH3:47], predict the reaction product. The product is: [CH2:12]([O:1][C:2]1[CH:7]=[CH:6][C:5]([O:8][CH2:20][C:42]2[CH:41]=[CH:47][CH:46]=[CH:45][CH:44]=2)=[CH:4][C:3]=1[C:9](=[O:11])[CH3:10])[C:13]1[CH:18]=[CH:17][CH:16]=[CH:15][CH:14]=1.